Dataset: Forward reaction prediction with 1.9M reactions from USPTO patents (1976-2016). Task: Predict the product of the given reaction. (1) Given the reactants [Br:1][C:2]1[S:6][C:5]([C:7]([C@H:9]2[CH2:14][CH2:13][C@H:12]([C:15]([O:17][CH2:18][CH3:19])=[O:16])[CH2:11][CH2:10]2)=[O:8])=[N:4][CH:3]=1.[CH2:20]([Mg]Br)[CH3:21], predict the reaction product. The product is: [Br:1][C:2]1[S:6][C:5]([C:7]([C@H:9]2[CH2:10][CH2:11][C@H:12]([C:15]([O:17][CH2:18][CH3:19])=[O:16])[CH2:13][CH2:14]2)([OH:8])[CH2:20][CH3:21])=[N:4][CH:3]=1. (2) Given the reactants [NH:1]1[CH2:6][CH2:5][CH:4]([C:7]([NH:9][C:10]2[C:14]3[CH:15]=[CH:16][CH:17]=[CH:18][C:13]=3[O:12][C:11]=2[C:19]([NH:21][C:22]2[CH:27]=[CH:26][C:25]([Cl:28])=[CH:24][N:23]=2)=[O:20])=[O:8])[CH2:3][CH2:2]1.Cl.Cl[CH2:31][C:32]1[CH:37]=[CH:36][N:35]=[CH:34][CH:33]=1.C(=O)([O-])[O-].[Na+].[Na+].[I-].[Na+].C(=O)([O-])O.[Na+], predict the reaction product. The product is: [N:35]1[CH:36]=[CH:37][C:32]([CH2:31][N:1]2[CH2:6][CH2:5][CH:4]([C:7]([NH:9][C:10]3[C:14]4[CH:15]=[CH:16][CH:17]=[CH:18][C:13]=4[O:12][C:11]=3[C:19]([NH:21][C:22]3[CH:27]=[CH:26][C:25]([Cl:28])=[CH:24][N:23]=3)=[O:20])=[O:8])[CH2:3][CH2:2]2)=[CH:33][CH:34]=1.